Task: Predict the reactants needed to synthesize the given product.. Dataset: Full USPTO retrosynthesis dataset with 1.9M reactions from patents (1976-2016) (1) The reactants are: Cl[C:2]1[CH:7]=[N:6][C:5]([Cl:8])=[CH:4][N:3]=1.[OH:9][CH:10]1[CH2:15][CH2:14][NH:13][CH2:12][CH2:11]1. Given the product [Cl:8][C:5]1[N:6]=[CH:7][C:2]([N:13]2[CH2:14][CH2:15][CH:10]([OH:9])[CH2:11][CH2:12]2)=[N:3][CH:4]=1, predict the reactants needed to synthesize it. (2) Given the product [CH3:1][O:2][CH2:3][CH2:4][O:5][CH2:6][CH2:7][O:8][CH2:9][CH2:10][O:11][C:12]1[CH:20]=[C:19]([NH2:21])[CH:18]=[C:14]([N:15]([CH3:17])[CH3:16])[CH:13]=1, predict the reactants needed to synthesize it. The reactants are: [CH3:1][O:2][CH2:3][CH2:4][O:5][CH2:6][CH2:7][O:8][CH2:9][CH2:10][O:11][C:12]1[CH:13]=[C:14]([CH:18]=[C:19]([N+:21]([O-])=O)[CH:20]=1)[N:15]([CH3:17])[CH3:16].[Cl-].[NH4+]. (3) Given the product [CH2:16]([O:19][CH:20]=[C:14]1[C:8]2[C:9](=[N:10][CH:11]=[C:6]([C:3]3[CH:4]=[CH:5][S:1][CH:2]=3)[CH:7]=2)[NH:12][C:13]1=[O:15])[CH3:17], predict the reactants needed to synthesize it. The reactants are: [S:1]1[CH:5]=[CH:4][C:3]([C:6]2[CH:7]=[C:8]3[CH2:14][C:13](=[O:15])[NH:12][C:9]3=[N:10][CH:11]=2)=[CH:2]1.[C:16]([O:19][CH:20](OCC)OCC)(=O)[CH3:17]. (4) Given the product [Cl:33][C:30]1[CH:31]=[C:32]2[C:27](=[C:28]([Cl:34])[CH:29]=1)[CH2:26][N:25]([CH3:35])[CH2:24][CH:23]2[C:19]1[CH:18]=[C:17]([S:14]([NH:13][CH2:12][CH2:11][O:10][CH2:9][CH2:8][O:7][CH2:6][CH2:5][O:4][CH2:3][CH2:2][NH:1][C:48](=[O:50])[C:37]([CH3:36])([CH3:58])[C:38]([NH:1][CH2:2][CH2:3][O:4][CH2:5][CH2:6][O:7][CH2:8][CH2:9][O:10][CH2:11][CH2:12][NH:13][S:14]([C:17]2[CH:22]=[CH:21][CH:20]=[C:19]([CH:23]3[C:32]4[C:27](=[C:28]([Cl:34])[CH:29]=[C:30]([Cl:33])[CH:31]=4)[CH2:26][N:25]([CH3:35])[CH2:24]3)[CH:18]=2)(=[O:16])=[O:15])=[O:40])(=[O:16])=[O:15])[CH:22]=[CH:21][CH:20]=1, predict the reactants needed to synthesize it. The reactants are: [NH2:1][CH2:2][CH2:3][O:4][CH2:5][CH2:6][O:7][CH2:8][CH2:9][O:10][CH2:11][CH2:12][NH:13][S:14]([C:17]1[CH:22]=[CH:21][CH:20]=[C:19]([CH:23]2[C:32]3[C:27](=[C:28]([Cl:34])[CH:29]=[C:30]([Cl:33])[CH:31]=3)[CH2:26][N:25]([CH3:35])[CH2:24]2)[CH:18]=1)(=[O:16])=[O:15].[CH3:36][C:37]([CH3:58])([C:48]([O:50]N1C(=O)CCC1=O)=O)[C:38]([O:40]N1C(=O)CCC1=O)=O.